This data is from Forward reaction prediction with 1.9M reactions from USPTO patents (1976-2016). The task is: Predict the product of the given reaction. (1) Given the reactants [CH3:1][C:2]1[C:6]([C:7]([OH:9])=O)=[CH:5][O:4][N:3]=1.S(Cl)(Cl)=O.[F:14][C:15]([F:32])([F:31])[O:16][C:17]1[CH:22]=[CH:21][CH:20]=[CH:19][C:18]=1[C:23]1[C:24]([NH2:30])=[N:25][C:26]([NH2:29])=[CH:27][CH:28]=1.N1C(C)=CC=CC=1C, predict the reaction product. The product is: [NH2:30][C:24]1[N:25]=[C:26]([NH:29][C:7]([C:6]2[C:2]([CH3:1])=[N:3][O:4][CH:5]=2)=[O:9])[CH:27]=[CH:28][C:23]=1[C:18]1[CH:19]=[CH:20][CH:21]=[CH:22][C:17]=1[O:16][C:15]([F:32])([F:14])[F:31]. (2) Given the reactants Br[C:2]1[CH:7]=[N:6][C:5]([N:8]2[CH:12]=[N:11][N:10]=[N:9]2)=[CH:4][N:3]=1.[CH:13]([B-](F)(F)F)=[CH2:14].[K+], predict the reaction product. The product is: [N:8]1([C:5]2[CH:4]=[N:3][C:2]([CH:13]=[CH2:14])=[CH:7][N:6]=2)[CH:12]=[N:11][N:10]=[N:9]1. (3) Given the reactants [C:1]([O:9][CH3:10])(=[O:8])[C:2]1[CH:7]=[CH:6][CH:5]=[N:4][CH:3]=1.[Br:11][CH2:12][CH2:13][CH2:14][CH2:15][Cl:16].C(OCC)C, predict the reaction product. The product is: [Br-:11].[Cl:16][CH2:15][CH2:14][CH2:13][CH2:12][N+:4]1[CH:5]=[CH:6][CH:7]=[C:2]([C:1]([O:9][CH3:10])=[O:8])[CH:3]=1. (4) The product is: [C:1]([O:5][C:6]([NH:8][C@@H:9]1[CH2:14][CH2:13][CH2:12][N:11]([C:15]2[C:29]([CH2:30][C:31]3[CH:36]=[CH:35][CH:34]=[CH:33][C:32]=3[Cl:37])=[C:18]3[C:19](=[O:28])[N:20]([C:43]4[CH:42]=[CH:41][CH:40]=[C:39]([F:38])[CH:44]=4)[C:21]([C:23]([O:25][CH2:26][CH3:27])=[O:24])=[CH:22][N:17]3[N:16]=2)[CH2:10]1)=[O:7])([CH3:2])([CH3:3])[CH3:4]. Given the reactants [C:1]([O:5][C:6]([NH:8][C@@H:9]1[CH2:14][CH2:13][CH2:12][N:11]([C:15]2[C:29]([CH2:30][C:31]3[CH:36]=[CH:35][CH:34]=[CH:33][C:32]=3[Cl:37])=[C:18]3[C:19](=[O:28])[NH:20][C:21]([C:23]([O:25][CH2:26][CH3:27])=[O:24])=[CH:22][N:17]3[N:16]=2)[CH2:10]1)=[O:7])([CH3:4])([CH3:3])[CH3:2].[F:38][C:39]1[CH:40]=[C:41](OB(O)O)[CH:42]=[CH:43][CH:44]=1.N1C=CC=CC=1, predict the reaction product. (5) Given the reactants Cl[C:2]1[CH:3]=[C:4]([C:10]2([C:21]3[CH:26]=[CH:25][CH:24]=[C:23]([C:27]4[CH:28]=[N:29][CH:30]=[N:31][CH:32]=4)[CH:22]=3)[C:18]3[C:13](=[C:14]([F:19])[CH:15]=[CH:16][CH:17]=3)[C:12]([NH2:20])=[N:11]2)[CH:5]=[CH:6][C:7]=1[O:8][CH3:9].C1(P(C2CCCCC2)C2C=CC=CC=2C2C(OC)=CC=CC=2OC)CCCCC1.[CH3:62][N:63](C=O)C, predict the reaction product. The product is: [NH2:20][C:12]1[C:13]2[C:18](=[CH:17][CH:16]=[CH:15][C:14]=2[F:19])[C:10]([C:4]2[CH:5]=[CH:6][C:7]([O:8][CH3:9])=[C:2]([CH:3]=2)[C:62]#[N:63])([C:21]2[CH:26]=[CH:25][CH:24]=[C:23]([C:27]3[CH:28]=[N:29][CH:30]=[N:31][CH:32]=3)[CH:22]=2)[N:11]=1. (6) Given the reactants Br[C:2]1[CH:3]=[C:4]2[C:9](=[CH:10][CH:11]=1)[CH:8]=[N:7][CH:6]=[CH:5]2.[CH:12]1(B(O)O)[CH2:14][CH2:13]1.C([O-])([O-])=O.[K+].[K+], predict the reaction product. The product is: [CH:12]1([C:2]2[CH:3]=[C:4]3[C:9](=[CH:10][CH:11]=2)[CH:8]=[N:7][CH:6]=[CH:5]3)[CH2:14][CH2:13]1. (7) Given the reactants O[CH2:2][CH2:3][CH2:4][CH2:5][CH2:6][C:7]1[C:13]2[CH:14]=[CH:15][C:16]([OH:18])=[CH:17][C:12]=2[CH2:11][CH2:10][CH2:9][C:8]=1[C:19]1[CH:24]=[CH:23][C:22]([OH:25])=[CH:21][CH:20]=1.C1(P(C2C=CC=CC=2)C2C=CC=CC=2)C=CC=CC=1.C(Br)(Br)(Br)[Br:46], predict the reaction product. The product is: [Br:46][CH2:2][CH2:3][CH2:4][CH2:5][CH2:6][C:7]1[C:13]2[CH:14]=[CH:15][C:16]([OH:18])=[CH:17][C:12]=2[CH2:11][CH2:10][CH2:9][C:8]=1[C:19]1[CH:24]=[CH:23][C:22]([OH:25])=[CH:21][CH:20]=1.